Dataset: Reaction yield outcomes from USPTO patents with 853,638 reactions. Task: Predict the reaction yield, written as a fraction of the theoretical maximum amount of product (1.0 means a 100% yield; for example, 0.34 means a 34% yield). (1) The reactants are [F:1][C:2]1[CH:3]=[CH:4][C:5]2[O:9][CH:8]=[CH:7][C:6]=2[CH:10]=1. The catalyst is [Pd].C(O)(=O)C. The product is [F:1][C:2]1[CH:3]=[CH:4][C:5]2[O:9][CH2:8][CH2:7][C:6]=2[CH:10]=1. The yield is 0.850. (2) The reactants are [CH2:1]([O:3][C:4](=[O:43])[CH2:5][CH2:6][CH2:7][O:8][C:9]1[CH:14]=[CH:13][CH:12]=[C:11]([CH2:15][CH2:16][CH2:17][CH2:18][CH2:19][CH2:20][O:21][C:22]2[CH:27]=[C:26]([O:28][CH2:29][CH:30]3[CH2:34][CH2:33][CH2:32][CH2:31]3)[CH:25]=[C:24](Br)[CH:23]=2)[C:10]=1[CH2:36][CH2:37][C:38]([O:40][CH2:41][CH3:42])=[O:39])[CH3:2].[S:44]1[CH:48]=[CH:47][C:46](B(O)O)=[CH:45]1.C(=O)([O-])[O-].[Cs+].[Cs+]. The catalyst is C1C=CC(P(C2C=CC=CC=2)[C-]2C=CC=C2)=CC=1.C1C=CC(P(C2C=CC=CC=2)[C-]2C=CC=C2)=CC=1.Cl[Pd]Cl.[Fe+2]. The product is [CH2:1]([O:3][C:4](=[O:43])[CH2:5][CH2:6][CH2:7][O:8][C:9]1[CH:14]=[CH:13][CH:12]=[C:11]([CH2:15][CH2:16][CH2:17][CH2:18][CH2:19][CH2:20][O:21][C:22]2[CH:23]=[C:24]([C:46]3[CH:47]=[CH:48][S:44][CH:45]=3)[CH:25]=[C:26]([O:28][CH2:29][CH:30]3[CH2:34][CH2:33][CH2:32][CH2:31]3)[CH:27]=2)[C:10]=1[CH2:36][CH2:37][C:38]([O:40][CH2:41][CH3:42])=[O:39])[CH3:2]. The yield is 0.950.